Dataset: Catalyst prediction with 721,799 reactions and 888 catalyst types from USPTO. Task: Predict which catalyst facilitates the given reaction. (1) The catalyst class is: 77. Reactant: Br[C:2]1[N:6]=[C:5]([C:7]2[CH:12]=[CH:11][CH:10]=[CH:9][CH:8]=2)[N:4]([CH2:13][C:14]([N:16]2[CH2:21][CH2:20][N:19]([C:22]3[N:27]=[CH:26][CH:25]=[CH:24][N:23]=3)[CH2:18][CH2:17]2)=[O:15])[N:3]=1.C(OC([O-])=O)([O-])=O.[Na+].[Na+].[F:37][C:38]1[CH:43]=[CH:42][C:41](B(O)O)=[CH:40][C:39]=1[CH3:47]. Product: [F:37][C:38]1[CH:43]=[CH:42][C:41]([C:2]2[N:6]=[C:5]([C:7]3[CH:12]=[CH:11][CH:10]=[CH:9][CH:8]=3)[N:4]([CH2:13][C:14]([N:16]3[CH2:21][CH2:20][N:19]([C:22]4[N:27]=[CH:26][CH:25]=[CH:24][N:23]=4)[CH2:18][CH2:17]3)=[O:15])[N:3]=2)=[CH:40][C:39]=1[CH3:47]. (2) Reactant: [BH4-].[Na+].[CH2:3]([C:6]1[N:7]([CH2:19][CH2:20][CH2:21][CH:22]=[O:23])[C:8]2[C:17]3[CH:16]=[CH:15][CH:14]=[CH:13][C:12]=3[N:11]=[CH:10][C:9]=2[N:18]=1)[CH2:4][CH3:5].C(=O)(O)[O-].[Na+]. Product: [CH2:3]([C:6]1[N:7]([CH2:19][CH2:20][CH2:21][CH2:22][OH:23])[C:8]2[C:17]3[CH:16]=[CH:15][CH:14]=[CH:13][C:12]=3[N:11]=[CH:10][C:9]=2[N:18]=1)[CH2:4][CH3:5]. The catalyst class is: 8. (3) Reactant: [F:1][C:2]1[C:3]([N:30]2[N:34]=[CH:33][CH:32]=[N:31]2)=[C:4]([CH:27]=[CH:28][CH:29]=1)[C:5]([N:7]1[C@H:12]([CH3:13])[CH2:11][CH2:10][C@@H:9]([O:14][C:15]2[N:24]=[CH:23][CH:22]=[C:21]([O:25][CH3:26])[C:16]=2[C:17](OC)=[O:18])[CH2:8]1)=[O:6].[H-].[Al+3].[Li+].[H-].[H-].[H-]. Product: [F:1][C:2]1[C:3]([N:30]2[N:34]=[CH:33][CH:32]=[N:31]2)=[C:4]([C:5]([N:7]2[CH2:8][C@H:9]([O:14][C:15]3[C:16]([CH2:17][OH:18])=[C:21]([O:25][CH3:26])[CH:22]=[CH:23][N:24]=3)[CH2:10][CH2:11][C@H:12]2[CH3:13])=[O:6])[CH:27]=[CH:28][CH:29]=1. The catalyst class is: 1. (4) Reactant: [CH3:1][C:2]1[CH:7]=[CH:6][CH:5]=[C:4]([CH3:8])[C:3]=1[C:9]1[NH:10][C:11]2[C:16]([CH:17]=1)=[CH:15][CH:14]=[C:13]([C:18]([O:20]C)=[O:19])[CH:12]=2.[OH-].[Na+].C(OCC)(=O)C. Product: [CH3:8][C:4]1[CH:5]=[CH:6][CH:7]=[C:2]([CH3:1])[C:3]=1[C:9]1[NH:10][C:11]2[C:16]([CH:17]=1)=[CH:15][CH:14]=[C:13]([C:18]([OH:20])=[O:19])[CH:12]=2. The catalyst class is: 8. (5) Reactant: Cl.[CH2:2]([C:4]1[C:12]([NH:13][CH2:14][CH:15]2[CH2:20][CH2:19][O:18][CH2:17][CH2:16]2)=[C:7]2[CH:8]=[CH:9][CH:10]=[CH:11][N:6]2[N:5]=1)[CH3:3].C(=O)([O-])[O-].[K+].[K+]. Product: [CH2:2]([C:4]1[C:12]([NH:13][CH2:14][CH:15]2[CH2:20][CH2:19][O:18][CH2:17][CH2:16]2)=[C:7]2[CH:8]=[CH:9][CH:10]=[CH:11][N:6]2[N:5]=1)[CH3:3]. The catalyst class is: 84. (6) Reactant: [F:1][C:2]([F:14])([F:13])[C:3]1[CH:8]=[CH:7][CH:6]=[CH:5][C:4]=1[C:9](=[O:12])[CH2:10][CH3:11].[Br:15]Br.C(=O)([O-])[O-].[K+].[K+].S([O-])([O-])=O.[Na+].[Na+]. Product: [Br:15][CH:10]([CH3:11])[C:9]([C:4]1[CH:5]=[CH:6][CH:7]=[CH:8][C:3]=1[C:2]([F:13])([F:14])[F:1])=[O:12]. The catalyst class is: 310.